Task: Predict which catalyst facilitates the given reaction.. Dataset: Catalyst prediction with 721,799 reactions and 888 catalyst types from USPTO (1) Reactant: [Br:1][C:2]1[CH:3]=[C:4]([C:14]2[O:15][C:16](=[O:25])[C:17]3[CH:23]=[CH:22][CH:21]=[C:20]([CH3:24])[C:18]=3[N:19]=2)[N:5]([C:7]2[C:12]([Cl:13])=[CH:11][CH:10]=[CH:9][N:8]=2)[N:6]=1.[NH3:26]. Product: [C:16]([C:17]1[CH:23]=[CH:22][CH:21]=[C:20]([CH3:24])[C:18]=1[NH:19][C:14]([C:4]1[N:5]([C:7]2[C:12]([Cl:13])=[CH:11][CH:10]=[CH:9][N:8]=2)[N:6]=[C:2]([Br:1])[CH:3]=1)=[O:15])(=[O:25])[NH2:26]. The catalyst class is: 6. (2) Reactant: [C:1]([N:20]1[CH:24]=[CH:23][N:22]=[C:21]1[CH2:25][CH2:26][CH2:27][OH:28])([C:14]1[CH:19]=[CH:18][CH:17]=[CH:16][CH:15]=1)([C:8]1[CH:13]=[CH:12][CH:11]=[CH:10][CH:9]=1)[C:2]1[CH:7]=[CH:6][CH:5]=[CH:4][CH:3]=1.CC(OI1(OC(C)=O)(OC(C)=O)OC(=O)C2C=CC=CC1=2)=O. Product: [C:1]([N:20]1[CH:24]=[CH:23][N:22]=[C:21]1[CH2:25][CH2:26][CH:27]=[O:28])([C:14]1[CH:15]=[CH:16][CH:17]=[CH:18][CH:19]=1)([C:8]1[CH:9]=[CH:10][CH:11]=[CH:12][CH:13]=1)[C:2]1[CH:7]=[CH:6][CH:5]=[CH:4][CH:3]=1. The catalyst class is: 91. (3) Reactant: [C:1]1([OH:7])[CH:6]=[CH:5][CH:4]=[CH:3][CH:2]=1.CN(C)C=O.[H-].[Na+].CS(O[CH2:20][C:21]1[CH:26]=[CH:25][C:24]([CH2:27][NH:28][C:29](=[O:44])[CH2:30][CH2:31][C:32]2[CH:37]=[CH:36][C:35]([O:38][CH2:39][C:40]#[CH:41])=[C:34]([O:42][CH3:43])[CH:33]=2)=[CH:23][CH:22]=1)(=O)=O. Product: [O:7]([CH2:20][C:21]1[CH:22]=[CH:23][C:24]([CH2:27][NH:28][C:29](=[O:44])[CH2:30][CH2:31][C:32]2[CH:37]=[CH:36][C:35]([O:38][CH2:39][C:40]#[CH:41])=[C:34]([O:42][CH3:43])[CH:33]=2)=[CH:25][CH:26]=1)[C:1]1[CH:6]=[CH:5][CH:4]=[CH:3][CH:2]=1. The catalyst class is: 13. (4) Reactant: [CH3:1][O:2][C:3](=[O:35])[C:4]1[CH:32]=[C:31]([O:33][CH3:34])[CH:30]=[C:6]([C:7]([NH:9][CH:10]2[CH2:15][CH2:14][N:13]([CH2:16][C:17]3[CH:22]=[C:21]([O:23][CH2:24][CH3:25])[C:20](F)=[C:19]([O:27][CH2:28][CH3:29])[CH:18]=3)[CH2:12][CH2:11]2)=[O:8])[CH:5]=1.C(OC1C=C(C=C(OCC)C=1[N:47]1[CH:51]=[CH:50][CH:49]=[CH:48]1)C=O)C.C([BH3-])#N.[Na+].C(N(C(C)C)C(C)C)C. Product: [CH3:1][O:2][C:3](=[O:35])[C:4]1[CH:32]=[C:31]([O:33][CH3:34])[CH:30]=[C:6]([C:7]([NH:9][CH:10]2[CH2:15][CH2:14][N:13]([CH2:16][C:17]3[CH:22]=[C:21]([O:23][CH2:24][CH3:25])[C:20]([N:47]4[CH:51]=[CH:50][CH:49]=[CH:48]4)=[C:19]([O:27][CH2:28][CH3:29])[CH:18]=3)[CH2:12][CH2:11]2)=[O:8])[CH:5]=1. The catalyst class is: 212. (5) Reactant: [C:1]([OH:9])(=O)[C:2]1[CH:7]=[CH:6][N:5]=[CH:4][CH:3]=1.CN([C:13]([O:17][N:18]1N=NC2C=CC=N[C:19]1=2)=[N+](C)C)C.F[P-](F)(F)(F)(F)F.COCN. Product: [CH3:13][O:17][N:18]([CH3:19])[C:1](=[O:9])[C:2]1[CH:7]=[CH:6][N:5]=[CH:4][CH:3]=1. The catalyst class is: 34. (6) Reactant: [Cl:1][C:2]1[CH:11]=[C:10]2[C:5]([C:6]([O:14][C:15]3[CH:20]=[CH:19][CH:18]=[C:17]([N+:21]([O-])=O)[CH:16]=3)=[C:7](I)[C:8](=[O:12])[NH:9]2)=[CH:4][CH:3]=1.C(O)C. Product: [NH2:21][C:17]1[CH:16]=[C:15]([CH:20]=[CH:19][CH:18]=1)[O:14][C:6]1[C:5]2[C:10](=[CH:11][C:2]([Cl:1])=[CH:3][CH:4]=2)[NH:9][C:8](=[O:12])[CH:7]=1. The catalyst class is: 763.